Regression. Given a peptide amino acid sequence and an MHC pseudo amino acid sequence, predict their binding affinity value. This is MHC class II binding data. From a dataset of Peptide-MHC class II binding affinity with 134,281 pairs from IEDB. (1) The peptide sequence is ENPVVHFFKNIVTPR. The MHC is DRB1_0401 with pseudo-sequence DRB1_0401. The binding affinity (normalized) is 0.669. (2) The MHC is DRB1_0401 with pseudo-sequence DRB1_0401. The peptide sequence is GELQHVDKIDAAFKI. The binding affinity (normalized) is 0.508. (3) The peptide sequence is EYDFNKLLVSAVSQI. The MHC is DRB1_0802 with pseudo-sequence DRB1_0802. The binding affinity (normalized) is 0.515. (4) The peptide sequence is IRGTSATAAAIQLKC. The MHC is DRB1_0101 with pseudo-sequence DRB1_0101. The binding affinity (normalized) is 0.464. (5) The peptide sequence is GERSLTTLLRALGAQ. The MHC is DRB1_0802 with pseudo-sequence DRB1_0802. The binding affinity (normalized) is 0.677. (6) The peptide sequence is AASTAGTTVYGAFAA. The MHC is HLA-DPA10103-DPB10601 with pseudo-sequence HLA-DPA10103-DPB10601. The binding affinity (normalized) is 0.0772.